From a dataset of Reaction yield outcomes from USPTO patents with 853,638 reactions. Predict the reaction yield, written as a fraction of the theoretical maximum amount of product (1.0 means a 100% yield; for example, 0.34 means a 34% yield). (1) The reactants are [NH:1]1[CH2:6][CH2:5][CH:4]([C:7]2[CH:12]=[CH:11][C:10]([NH:13][C:14]3[N:19]=[C:18]([CH2:20][CH2:21][C:22]4[C:27]([CH2:28][C:29]([NH2:31])=[O:30])=[CH:26][N:25]=[CH:24][N:23]=4)[C:17]([C:32]([F:35])([F:34])[F:33])=[CH:16][N:15]=3)=[CH:9][CH:8]=2)[CH2:3][CH2:2]1.C=O.[C:38](O[BH-](OC(=O)C)OC(=O)C)(=O)C.[Na+]. The catalyst is CO.C(Cl)Cl. The product is [CH3:38][N:1]1[CH2:2][CH2:3][CH:4]([C:7]2[CH:12]=[CH:11][C:10]([NH:13][C:14]3[N:19]=[C:18]([CH2:20][CH2:21][C:22]4[C:27]([CH2:28][C:29]([NH2:31])=[O:30])=[CH:26][N:25]=[CH:24][N:23]=4)[C:17]([C:32]([F:35])([F:33])[F:34])=[CH:16][N:15]=3)=[CH:9][CH:8]=2)[CH2:5][CH2:6]1. The yield is 0.570. (2) The reactants are [O:1]=[C:2]1[CH2:13][CH2:12][CH:11]=[CH:10][CH2:9][C@@H:8]([NH:14][C:15](=[O:17])[CH3:16])[C:7](=[O:18])[O:6][CH2:5][C@@H:4]([C:19]2[CH:24]=[CH:23][CH:22]=[CH:21][CH:20]=2)[NH:3]1.I[CH3:26].[H-].[Na+]. The catalyst is CN(C=O)C. The product is [O:1]=[C:2]1[CH2:13][CH2:12][CH:11]=[CH:10][CH2:9][C@@H:8]([N:14]([CH3:26])[C:15](=[O:17])[CH3:16])[C:7](=[O:18])[O:6][CH2:5][C@@H:4]([C:19]2[CH:24]=[CH:23][CH:22]=[CH:21][CH:20]=2)[NH:3]1. The yield is 0.400. (3) The reactants are [OH:1][CH2:2][C:3]12[N:10]([C:11]([O:13][CH:14]([CH3:16])[CH3:15])=[O:12])[CH:7]([CH2:8][CH2:9]1)[CH2:6][O:5][CH2:4]2.[CH3:17]C(OI1(OC(C)=O)(OC(C)=O)OC(=O)C2C=CC=CC1=2)=O. The catalyst is C(Cl)Cl. The product is [CH:2]([C:3]12[N:10]([C:11]([O:13][C:14]([CH3:17])([CH3:16])[CH3:15])=[O:12])[CH:7]([CH2:8][CH2:9]1)[CH2:6][O:5][CH2:4]2)=[O:1]. The yield is 0.980. (4) The reactants are C1(S([N:10]2[C:14]3[CH:15]=[N:16][C:17]([C:24]#[N:25])=[C:18]([O:19][CH2:20][CH2:21][O:22][CH3:23])[C:13]=3[C:12]3[CH:26]=[C:27](Br)[CH:28]=[N:29][C:11]2=3)(=O)=O)C=CC=CC=1.[CH3:31][N:32]1[CH:36]=[C:35](B2OC(C)(C)C(C)(C)O2)[CH:34]=[N:33]1. The catalyst is [F-].[K+].C(#N)C.C1C=CC(P(C2C=CC=CC=2)[C-]2C=CC=C2)=CC=1.C1C=CC(P(C2C=CC=CC=2)[C-]2C=CC=C2)=CC=1.Cl[Pd]Cl.[Fe+2]. The product is [CH3:23][O:22][CH2:21][CH2:20][O:19][C:18]1[C:13]2[C:12]3[CH:26]=[C:27]([C:35]4[CH:34]=[N:33][N:32]([CH3:31])[CH:36]=4)[CH:28]=[N:29][C:11]=3[NH:10][C:14]=2[CH:15]=[N:16][C:17]=1[C:24]#[N:25]. The yield is 0.500.